From a dataset of Forward reaction prediction with 1.9M reactions from USPTO patents (1976-2016). Predict the product of the given reaction. (1) The product is: [I:11][C:10]1[C:3]2[C:2]([NH:22][CH:20]([C:17]3[CH:18]=[CH:19][C:14]([O:13][CH3:12])=[CH:15][CH:16]=3)[CH3:21])=[N:7][CH:6]=[N:5][C:4]=2[S:8][CH:9]=1. Given the reactants Cl[C:2]1[C:3]2[C:10]([I:11])=[CH:9][S:8][C:4]=2[N:5]=[CH:6][N:7]=1.[CH3:12][O:13][C:14]1[CH:19]=[CH:18][C:17]([CH:20]([NH2:22])[CH3:21])=[CH:16][CH:15]=1.C(N(CC)CC)C, predict the reaction product. (2) Given the reactants C(OC(=O)C)(=O)C.O=P12OP3(OP(OP(O3)(O1)=O)(=O)O2)=O.CS(O)(=O)=O.O=C(C)CC[N:31]1[C:39](=[O:40])[C:38]2[C:33](=[CH:34][CH:35]=[CH:36][CH:37]=2)[C:32]1=[O:41], predict the reaction product. The product is: [C:32]1(=[O:41])[C:33]2[C:38](=[CH:37][CH:36]=[CH:35][CH:34]=2)[C:39](=[O:40])[NH:31]1. (3) The product is: [Cl:21][C:19]1[CH:18]=[C:17]([S:22]([NH:25][C:26]2[C:27]3[C:32](=[C:31]([C:36]#[N:38])[CH:30]=[CH:29][CH:28]=3)[CH:33]=[CH:34][CH:35]=2)(=[O:24])=[O:23])[CH:16]=[C:15]([Cl:14])[CH:20]=1. Given the reactants FC(F)(F)C(OC(=O)C(F)(F)F)=O.[Cl:14][C:15]1[CH:16]=[C:17]([S:22]([NH:25][C:26]2[CH:35]=[CH:34][CH:33]=[C:32]3[C:27]=2[CH:28]=[CH:29][CH:30]=[C:31]3[C:36]([NH2:38])=O)(=[O:24])=[O:23])[CH:18]=[C:19]([Cl:21])[CH:20]=1.C(N(CC)CC)C, predict the reaction product. (4) Given the reactants [F:1][C:2]1[C:31]([F:32])=[CH:30][CH:29]=[CH:28][C:3]=1[CH2:4][N:5]1[C:9]2=[N:10][C:11]([CH3:15])=[C:12]([F:14])[CH:13]=[C:8]2[C:7]([C:16]2[N:17]=[N:18][C:19]3[C:24]([CH3:26])([CH3:25])[C:23](=[O:27])[NH:22][C:20]=3[N:21]=2)=[N:6]1.[OH-].[Na+:34], predict the reaction product. The product is: [F:1][C:2]1[C:31]([F:32])=[CH:30][CH:29]=[CH:28][C:3]=1[CH2:4][N:5]1[C:9]2=[N:10][C:11]([CH3:15])=[C:12]([F:14])[CH:13]=[C:8]2[C:7]([C:16]2[N:17]=[N:18][C:19]3[C:24]([CH3:26])([CH3:25])[C:23](=[O:27])[N-:22][C:20]=3[N:21]=2)=[N:6]1.[Na+:34]. (5) Given the reactants [O:1]1[C:5]2[CH:6]=[CH:7][CH:8]=[CH:9][C:4]=2[N:3]=[C:2]1[C:10]1[C:11]([NH2:25])=[N:12][CH:13]=[C:14](B2OC(C)(C)C(C)(C)O2)[CH:15]=1.Br[C:27]1[C:28]([CH:45]=[O:46])=[N:29][N:30]([CH:32]2[CH2:37][CH2:36][N:35]([C:38]([O:40][C:41]([CH3:44])([CH3:43])[CH3:42])=[O:39])[CH2:34][CH2:33]2)[CH:31]=1.C(=O)([O-])[O-].[K+].[K+], predict the reaction product. The product is: [NH2:25][C:11]1[N:12]=[CH:13][C:14]([C:27]2[C:28]([CH:45]=[O:46])=[N:29][N:30]([CH:32]3[CH2:33][CH2:34][N:35]([C:38]([O:40][C:41]([CH3:42])([CH3:44])[CH3:43])=[O:39])[CH2:36][CH2:37]3)[CH:31]=2)=[CH:15][C:10]=1[C:2]1[O:1][C:5]2[CH:6]=[CH:7][CH:8]=[CH:9][C:4]=2[N:3]=1. (6) The product is: [Cl:1][C:2]1[CH:11]=[C:10]([O:15][CH3:14])[C:9]2[C:4](=[CH:5][CH:6]=[C:7]([F:13])[CH:8]=2)[N:3]=1. Given the reactants [Cl:1][C:2]1[CH:11]=[C:10](Cl)[C:9]2[C:4](=[CH:5][CH:6]=[C:7]([F:13])[CH:8]=2)[N:3]=1.[CH3:14][O-:15].[Na+], predict the reaction product.